Predict the reaction yield, written as a fraction of the theoretical maximum amount of product (1.0 means a 100% yield; for example, 0.34 means a 34% yield). From a dataset of Reaction yield outcomes from USPTO patents with 853,638 reactions. (1) The reactants are [N:1]1[CH:6]=[CH:5][CH:4]=[CH:3][C:2]=1[C:7]1[CH:14]=[CH:13][C:10]([CH:11]=[O:12])=[CH:9][CH:8]=1.[BH4-].[Na+]. No catalyst specified. The product is [N:1]1[CH:6]=[CH:5][CH:4]=[CH:3][C:2]=1[C:7]1[CH:8]=[CH:9][C:10]([CH2:11][OH:12])=[CH:13][CH:14]=1. The yield is 0.750. (2) The reactants are I[C:2]1[CH:7]=[CH:6][CH:5]=[CH:4][C:3]=1[N+:8]([O-])=O.[C:11]([NH:19][C:20]1[CH:25]=[CH:24][CH:23]=[CH:22][CH:21]=1)(=O)[C:12]1[CH:17]=[CH:16][CH:15]=[CH:14][CH:13]=1. No catalyst specified. The product is [C:3]1([N:8]2[C:21]3[CH:22]=[CH:23][CH:24]=[CH:25][C:20]=3[N:19]=[C:11]2[C:12]2[CH:17]=[CH:16][CH:15]=[CH:14][CH:13]=2)[CH:4]=[CH:5][CH:6]=[CH:7][CH:2]=1. The yield is 0.700. (3) The reactants are Cl[C:2]1[N:7]=[N:6][C:5]2[S:8][CH2:9][CH2:10][O:11][C:4]=2[CH:3]=1.C(=O)([O-])[O-].[K+].[K+].B1(C=C)OB([CH:24]=[CH2:25])OB(C=C)O1.C1C=CN=CC=1.O. The catalyst is C(COC)OC.C1C=CC([P]([Pd]([P](C2C=CC=CC=2)(C2C=CC=CC=2)C2C=CC=CC=2)([P](C2C=CC=CC=2)(C2C=CC=CC=2)C2C=CC=CC=2)[P](C2C=CC=CC=2)(C2C=CC=CC=2)C2C=CC=CC=2)(C2C=CC=CC=2)C2C=CC=CC=2)=CC=1. The product is [CH:24]([C:2]1[N:7]=[N:6][C:5]2[S:8][CH2:9][CH2:10][O:11][C:4]=2[CH:3]=1)=[CH2:25]. The yield is 0.460. (4) The reactants are CCN(C(C)C)C(C)C.Cl.[NH2:11][CH2:12][C:13]([N:15]1[CH2:20][CH2:19][N:18]([C:21](=[O:32])[C:22]2[CH:27]=[CH:26][CH:25]=[CH:24][C:23]=2[C:28]([F:31])([F:30])[F:29])[CH2:17][CH2:16]1)=[O:14].C1C=CC2N(O)N=NC=2C=1.CCN=C=NCCCN(C)C.[CH3:54][O:55][C:56]1[CH:61]=[CH:60][CH:59]=[CH:58][C:57]=1[C:62]1[CH:67]=[CH:66][C:65]([C:68](O)=[O:69])=[CH:64][CH:63]=1. The catalyst is CN(C=O)C.O. The product is [O:14]=[C:13]([N:15]1[CH2:16][CH2:17][N:18]([C:21](=[O:32])[C:22]2[CH:27]=[CH:26][CH:25]=[CH:24][C:23]=2[C:28]([F:31])([F:29])[F:30])[CH2:19][CH2:20]1)[CH2:12][NH:11][C:68]([C:65]1[CH:64]=[CH:63][C:62]([C:57]2[CH:58]=[CH:59][CH:60]=[CH:61][C:56]=2[O:55][CH3:54])=[CH:67][CH:66]=1)=[O:69]. The yield is 0.441. (5) The reactants are Br[C:2]1[CH:3]=[N:4][CH:5]=[C:6]2[C:11]=1[N:10]=[C:9]([C:12]([NH2:14])=[O:13])[CH:8]=[CH:7]2.[CH3:15][N:16]1[CH:20]=[C:19](B2OC(C)(C)C(C)(C)O2)[CH:18]=[N:17]1.C(=O)([O-])[O-].[Cs+].[Cs+]. The catalyst is O1CCOCC1.O.C1(P([C-]2C=CC=C2)C2C=CC=CC=2)C=CC=CC=1.[C-]1(P(C2C=CC=CC=2)C2C=CC=CC=2)C=CC=C1.[Fe+2].[Pd](Cl)Cl. The product is [CH3:15][N:16]1[CH:20]=[C:19]([C:2]2[CH:3]=[N:4][CH:5]=[C:6]3[C:11]=2[N:10]=[C:9]([C:12]([NH2:14])=[O:13])[CH:8]=[CH:7]3)[CH:18]=[N:17]1. The yield is 0.850. (6) The reactants are [Cl:1][C:2]1[C:7]2=[N:8][CH:9]=[C:10]([O:12][CH2:13][C:14]3OC=CN=3)[N:11]=[C:6]2[CH:5]=[CH:4][N:3]=1.Cl[C:20]1N=C2C=CN=C(Cl)C2=NC=1.C(O)(C)C. No catalyst specified. The product is [Cl:1][C:2]1[C:7]2=[N:8][CH:9]=[C:10]([O:12][CH:13]([CH3:14])[CH3:20])[N:11]=[C:6]2[CH:5]=[CH:4][N:3]=1. The yield is 1.00. (7) The reactants are FC(F)(F)S(O[C:7]1[CH:15]=[C:14]2[C:10]([CH:11]=[C:12]([C:23]([O:25][CH3:26])=[O:24])[N:13]2[C:16]([O:18][C:19]([CH3:22])([CH3:21])[CH3:20])=[O:17])=[CH:9][CH:8]=1)(=O)=O.CC1(C)C(C)(C)OB([C:37]2[CH:42]=[CH:41][C:40]([OH:43])=[CH:39][CH:38]=2)O1.C1(P(C2C=CC=CC=2)C2C=CC=CC=2)C=CC=CC=1.P([O-])([O-])([O-])=O.[K+].[K+].[K+].O. The catalyst is O1CCOCC1.C([O-])(=O)C.[Pd+2].C([O-])(=O)C. The product is [OH:43][C:40]1[CH:41]=[CH:42][C:37]([C:7]2[CH:15]=[C:14]3[C:10]([CH:11]=[C:12]([C:23]([O:25][CH3:26])=[O:24])[N:13]3[C:16]([O:18][C:19]([CH3:21])([CH3:20])[CH3:22])=[O:17])=[CH:9][CH:8]=2)=[CH:38][CH:39]=1. The yield is 0.190. (8) The reactants are [N:1]1([C:16]([O:18][CH:19]2[CH:26]3[CH2:27][CH:22]4[CH2:23][CH:24]([CH2:28][CH:20]2[CH2:21]4)[CH2:25]3)=[O:17])[CH2:6][CH2:5][C:4]2([C:15]3[C:10](=[CH:11][CH:12]=[CH:13][CH:14]=3)[CH2:9][NH:8][CH2:7]2)[CH2:3][CH2:2]1.[CH2:29]([O:31][C:32]([C@@H:34]1[CH2:36][C@H:35]1[C:37](O)=[O:38])=[O:33])[CH3:30].CN(C(ON1N=NC2C=CC=NC1=2)=[N+](C)C)C.F[P-](F)(F)(F)(F)F.CCN(C(C)C)C(C)C. The catalyst is CCOC(C)=O.C(Cl)Cl. The product is [CH2:29]([O:31][C:32]([C@@H:34]1[CH2:36][C@H:35]1[C:37]([N:8]1[CH2:7][C:4]2([CH2:5][CH2:6][N:1]([C:16]([O:18][CH:19]3[CH:20]4[CH2:28][CH:24]5[CH2:23][CH:22]([CH2:27][CH:26]3[CH2:25]5)[CH2:21]4)=[O:17])[CH2:2][CH2:3]2)[C:15]2[C:10](=[CH:11][CH:12]=[CH:13][CH:14]=2)[CH2:9]1)=[O:38])=[O:33])[CH3:30]. The yield is 0.690.